This data is from Full USPTO retrosynthesis dataset with 1.9M reactions from patents (1976-2016). The task is: Predict the reactants needed to synthesize the given product. The reactants are: [F:1][C:2]1[CH:3]=[C:4]2[C:8](=[CH:9][CH:10]=1)[NH:7][CH:6]=[C:5]2[C:11](=O)[C:12]([N:14]1[CH2:19][CH2:18][N:17]([C:20]2[CH:28]=[C:27]([C:29](OC)=[O:30])[CH:26]=[C:25]3[C:21]=2[CH:22]=[CH:23][NH:24]3)[CH2:16][CH2:15]1)=O.FC1C=C2C(=CC=1)NC=C2C(=O)C(Cl)=O.COC(C1C=C2C(C=CN2)=C(N2CCNCC2)C=1)=O.[H-].[Al+3].[Li+].[H-].[H-].[H-].[OH-].[Na+]. Given the product [F:1][C:2]1[CH:3]=[C:4]2[C:8](=[CH:9][CH:10]=1)[NH:7][CH:6]=[C:5]2[CH2:11][CH2:12][N:14]1[CH2:19][CH2:18][N:17]([C:20]2[CH:28]=[C:27]([CH2:29][OH:30])[CH:26]=[C:25]3[C:21]=2[CH:22]=[CH:23][NH:24]3)[CH2:16][CH2:15]1, predict the reactants needed to synthesize it.